Dataset: Full USPTO retrosynthesis dataset with 1.9M reactions from patents (1976-2016). Task: Predict the reactants needed to synthesize the given product. Given the product [Cl:24][C:25]1[CH:26]=[C:27]([NH:31][C:32]2[N:34]=[C:5]([C:7]3[C:8]([C:13]([O:15][CH:16]([CH3:18])[CH3:17])=[O:14])=[N:9][CH:10]=[CH:11][CH:12]=3)[CH:4]=[CH:3][N:33]=2)[CH:28]=[CH:29][CH:30]=1.[Cl:24][C:25]1[CH:26]=[C:27]([NH:31][C:32]2[N:34]=[C:5]([C:7]3[C:8]([C:13]([O:15][CH2:16][CH2:18][O:36][CH3:35])=[O:14])=[N:9][CH:10]=[CH:11][CH:12]=3)[CH:4]=[CH:3][N:33]=2)[CH:28]=[CH:29][CH:30]=1, predict the reactants needed to synthesize it. The reactants are: CN(C)[CH:3]=[CH:4][C:5]([C:7]1[C:8]([C:13]([O:15][CH:16]([CH3:18])[CH3:17])=[O:14])=[N:9][CH:10]=[CH:11][CH:12]=1)=O.[N+]([O-])(O)=O.[Cl:24][C:25]1[CH:26]=[C:27]([NH:31][C:32]([NH2:34])=[NH:33])[CH:28]=[CH:29][CH:30]=1.[C:35](=O)([O-])[O-:36].[Na+].[Na+].ClCCl.